Dataset: Catalyst prediction with 721,799 reactions and 888 catalyst types from USPTO. Task: Predict which catalyst facilitates the given reaction. (1) Reactant: Br.[Cl:2][C:3]1[CH:36]=[CH:35][C:6]([CH2:7][CH:8]2[N:13]3[C:14](=[O:30])[CH:15]([NH2:29])[CH2:16][N:17]([S:18]([C:21]4[CH:26]=[CH:25][C:24]([Cl:27])=[CH:23][C:22]=4[Cl:28])(=[O:20])=[O:19])[CH:12]3[CH2:11][N:10]([CH:31]([CH3:33])[CH3:32])[C:9]2=[O:34])=[CH:5][CH:4]=1.ClCCCl.CO[CH:43]1[CH2:47][CH2:46][CH:45](OC)O1. Product: [Cl:2][C:3]1[CH:36]=[CH:35][C:6]([CH2:7][CH:8]2[N:13]3[C:14](=[O:30])[CH:15]([N:29]4[CH:43]=[CH:47][CH:46]=[CH:45]4)[CH2:16][N:17]([S:18]([C:21]4[CH:26]=[CH:25][C:24]([Cl:27])=[CH:23][C:22]=4[Cl:28])(=[O:20])=[O:19])[CH:12]3[CH2:11][N:10]([CH:31]([CH3:33])[CH3:32])[C:9]2=[O:34])=[CH:5][CH:4]=1. The catalyst class is: 6. (2) Reactant: [C:1]([O:8][CH2:9][CH3:10])(=[O:7])[C:2]([O:4]CC)=O.[C:11]([CH2:13][C:14]([O:16][CH2:17][CH3:18])=[O:15])#[N:12]. Product: [C:11]([C:13](=[C:2]([OH:4])[C:1]([O:8][CH2:9][CH3:10])=[O:7])[C:14]([O:16][CH2:17][CH3:18])=[O:15])#[N:12]. The catalyst class is: 8. (3) Reactant: [O:1]=[C:2]1[NH:8][CH2:7][CH2:6][N:5]([S:9]([C:12]2[CH:18]=[CH:17][C:15]([CH3:16])=[CH:14][CH:13]=2)(=[O:11])=[O:10])[CH:4]([CH2:19][C:20](O)=[O:21])[CH2:3]1.[N:23]1([CH2:29][C:30]2[CH:31]=[C:32]3[C:37](=[CH:38][CH:39]=2)[C@H:36]([NH2:40])[CH2:35][CH2:34][CH2:33]3)[CH2:28][CH2:27][CH2:26][CH2:25][CH2:24]1.C1C=CC2N(O)N=NC=2C=1.CCN=C=NCCCN(C)C. Product: [O:1]=[C:2]1[NH:8][CH2:7][CH2:6][N:5]([S:9]([C:12]2[CH:13]=[CH:14][C:15]([CH3:16])=[CH:17][CH:18]=2)(=[O:11])=[O:10])[CH:4]([CH2:19][C:20]([NH:40][C@H:36]2[C:37]3[C:32](=[CH:31][C:30]([CH2:29][N:23]4[CH2:28][CH2:27][CH2:26][CH2:25][CH2:24]4)=[CH:39][CH:38]=3)[CH2:33][CH2:34][CH2:35]2)=[O:21])[CH2:3]1. The catalyst class is: 31. (4) Reactant: [C:1]([C:5]1[CH:10]=[CH:9][C:8]([NH:11][C:12]([NH:14][CH2:15][CH2:16][CH2:17][N:18]([CH2:22][C@@H:23]2[C@@H:30]3[C@@H:26]([O:27]C(C)(C)[O:29]3)[C@H:25]([N:33]3[CH:41]=[N:40][C:39]4[C:34]3=[N:35][CH:36]=[N:37][C:38]=4[N:42]([CH3:44])[CH3:43])[O:24]2)[CH:19]([CH3:21])[CH3:20])=[O:13])=[CH:7][CH:6]=1)([CH3:4])([CH3:3])[CH3:2].C([O-])([O-])=O.[K+].[K+]. Product: [C:1]([C:5]1[CH:6]=[CH:7][C:8]([NH:11][C:12]([NH:14][CH2:15][CH2:16][CH2:17][N:18]([CH2:22][C@@H:23]2[C@@H:30]([OH:29])[C@@H:26]([OH:27])[C@H:25]([N:33]3[CH:41]=[N:40][C:39]4[C:34]3=[N:35][CH:36]=[N:37][C:38]=4[N:42]([CH3:44])[CH3:43])[O:24]2)[CH:19]([CH3:21])[CH3:20])=[O:13])=[CH:9][CH:10]=1)([CH3:3])([CH3:4])[CH3:2]. The catalyst class is: 209. (5) Reactant: Br[C:2]1[CH:3]=[C:4]([NH:15][CH2:16][C:17]2[C:22]([CH3:23])=[CH:21][CH:20]=[CH:19][C:18]=2[CH2:24][CH3:25])[C:5]2[N:9]=[C:8]([CH2:10][O:11][CH3:12])[N:7]([CH3:13])[C:6]=2[CH:14]=1.C(N([CH2:31][CH3:32])CC)C.C1(P(C2C=CC=CC=2)C2C=CC=CC=2)C=CC=CC=1.[C]=[O:53].[CH2:54]([OH:56])C. Product: [CH2:24]([C:18]1[CH:19]=[CH:20][CH:21]=[C:22]([CH3:23])[C:17]=1[CH2:16][NH:15][C:4]1[C:5]2[N:9]=[C:8]([CH2:10][O:11][CH3:12])[N:7]([CH3:13])[C:6]=2[CH:14]=[C:2]([C:54]([O:56][CH2:31][CH3:32])=[O:53])[CH:3]=1)[CH3:25]. The catalyst class is: 713. (6) Reactant: [O:1]1[C:5]2[CH:6]=[CH:7][C:8]([C:10]3[CH:15]=[CH:14][C:13]([C:16]4[N:21]=[C:20]([O:22][CH2:23][CH2:24][CH2:25][CH2:26][C:27]([CH3:57])([CH3:56])[CH2:28][NH:29][C:30](=[O:55])[CH:31]([NH:47]C(OC(C)(C)C)=O)[CH2:32][C:33]([NH:35][CH2:36][CH:37]([OH:46])[CH:38]([OH:45])[CH:39]([OH:44])[CH:40]([OH:43])[CH2:41][OH:42])=[O:34])[CH:19]=[CH:18][CH:17]=4)=[CH:12][CH:11]=3)=[CH:9][C:4]=2[O:3][CH2:2]1.FC(F)(F)C(O)=O. Product: [NH2:47][CH:31]([CH2:32][C:33]([NH:35][CH2:36][CH:37]([OH:46])[CH:38]([OH:45])[CH:39]([OH:44])[CH:40]([OH:43])[CH2:41][OH:42])=[O:34])[C:30]([NH:29][CH2:28][C:27]([CH3:57])([CH3:56])[CH2:26][CH2:25][CH2:24][CH2:23][O:22][C:20]1[CH:19]=[CH:18][CH:17]=[C:16]([C:13]2[CH:12]=[CH:11][C:10]([C:8]3[CH:7]=[CH:6][C:5]4[O:1][CH2:2][O:3][C:4]=4[CH:9]=3)=[CH:15][CH:14]=2)[N:21]=1)=[O:55]. The catalyst class is: 2. (7) Reactant: [CH:1]12[CH:9]3[CH:3]([CH2:4][CH2:5][CH:6]3[CH2:7][CH2:8]1)[C:2]2=[O:10].C1C=CC(=O)/C(=C/NCCN/C=C2/C=CC=CC/2=[O:26])/C=1.OO. Product: [CH:1]12[CH:9]3[CH:3]([CH2:4][CH2:5][CH:6]3[CH2:7][CH2:8]1)[C:2](=[O:10])[O:26]2. The catalyst class is: 8.